This data is from Drug-target binding data from BindingDB using IC50 measurements. The task is: Regression. Given a target protein amino acid sequence and a drug SMILES string, predict the binding affinity score between them. We predict pIC50 (pIC50 = -log10(IC50 in M); higher means more potent). Dataset: bindingdb_ic50. (1) The small molecule is COC(=O)C(N)CCP(=O)(O)OC. The target protein sequence is MCGIFGYVNFLVDKSRGEIIDNLIEGLQRLEYRGYDSAGIAVDGKLTKDPSNGDEEYMDSIIVKTTGKVKVLKQKIIDDQIDRSAIFDNHVGIAHTRWATHGQPKTENCHPHKSDPKGEFIVVHNGIITNYAALRKYLLSKGHVFESETDTECIAKLFKHFYDLNVKAGVFPDLNELTKQVLHELEGSYGLLVKSYHYPGEVCGTRKGSPLLVGVKTDKKLKVDFVDVEFEAQQQHRPQQPQINHNGATSAAELGFIPVAPGEQNLRTSQSRAFLSEDDLPMPVEFFLSSDPASVVQHTKKVLFLEDDDIAHIYDGELRIHRASTKSAGESTVRPIQTLEMELNEIMKGPYKHFMQKEIFEQPDSAFNTMRGRIDFENCVVTLGGLKSWLSTIRRCRRIIMIACGTSYHSCLATRSIFEELTEIPVSVELASDFLDRRSPVFRDDTCVFVSQSGETADSILALQYCLERGALTVGIVNSVGSSMSRQTHCGVHINAGPEI.... The pIC50 is 2.6. (2) The drug is CCO[C@H](Cc1ccc(OC[C@H](O)c2cccc(CO)c2)cc1)C(=O)NOC. The target is CKENALLRYLLDKDD. The pIC50 is 3.6.